Dataset: Full USPTO retrosynthesis dataset with 1.9M reactions from patents (1976-2016). Task: Predict the reactants needed to synthesize the given product. Given the product [F:1][C:2]1[C:7]2[N:8]=[C:9]([C:11]3[CH:16]=[C:15]([CH:14]=[C:13]([C:19]4[C:20]([N:39]([CH3:44])[S:40]([CH3:43])(=[O:42])=[O:41])=[CH:21][C:22]5[O:26][C:25]([C:27]6[CH:32]=[CH:31][C:30]([F:33])=[CH:29][CH:28]=6)=[C:24]([C:34](=[O:35])[NH:36][CH3:37])[C:23]=5[CH:38]=4)[CH:12]=3)[C:17]([OH:45])=[O:18])[O:10][C:6]=2[CH:5]=[CH:4][CH:3]=1, predict the reactants needed to synthesize it. The reactants are: [F:1][C:2]1[C:7]2[N:8]=[C:9]([C:11]3[CH:12]=[C:13]([C:19]4[C:20]([N:39]([CH3:44])[S:40]([CH3:43])(=[O:42])=[O:41])=[CH:21][C:22]5[O:26][C:25]([C:27]6[CH:32]=[CH:31][C:30]([F:33])=[CH:29][CH:28]=6)=[C:24]([C:34]([NH:36][CH3:37])=[O:35])[C:23]=5[CH:38]=4)[CH:14]=[C:15]([CH:17]=[O:18])[CH:16]=3)[O:10][C:6]=2[CH:5]=[CH:4][CH:3]=1.[O:45]1CCOCC1.[O-]Cl=O.[Na+].C(Cl)Cl.